Task: Regression. Given a peptide amino acid sequence and an MHC pseudo amino acid sequence, predict their binding affinity value. This is MHC class I binding data.. Dataset: Peptide-MHC class I binding affinity with 185,985 pairs from IEDB/IMGT (1) The peptide sequence is QAKWRLQTL. The MHC is HLA-A31:01 with pseudo-sequence HLA-A31:01. The binding affinity (normalized) is 0.00134. (2) The peptide sequence is YLGPRVCWL. The MHC is HLA-A02:01 with pseudo-sequence HLA-A02:01. The binding affinity (normalized) is 0.867. (3) The peptide sequence is GQMYNMNTL. The MHC is HLA-B46:01 with pseudo-sequence HLA-B46:01. The binding affinity (normalized) is 0.0847.